From a dataset of Full USPTO retrosynthesis dataset with 1.9M reactions from patents (1976-2016). Predict the reactants needed to synthesize the given product. Given the product [C:1]([O:5][C:6]([NH:8]/[C:9](=[CH:45]\[C:44]1[CH:47]=[CH:48][C:41]([CH:37]2[S:36](=[O:51])(=[O:50])[N:35]([C:31]([CH3:32])([CH3:34])[CH3:33])[C:39](=[O:40])[CH2:38]2)=[C:42]([F:49])[CH:43]=1)/[C:10]([O:12][CH3:13])=[O:11])=[O:7])([CH3:2])([CH3:3])[CH3:4], predict the reactants needed to synthesize it. The reactants are: [C:1]([O:5][C:6]([NH:8][CH:9](P(OC)(OC)=O)[C:10]([O:12][CH3:13])=[O:11])=[O:7])([CH3:4])([CH3:3])[CH3:2].N12CCCN=C1CCCCC2.[C:31]([N:35]1[C:39](=[O:40])[CH2:38][CH:37]([C:41]2[CH:48]=[CH:47][C:44]([CH:45]=O)=[CH:43][C:42]=2[F:49])[S:36]1(=[O:51])=[O:50])([CH3:34])([CH3:33])[CH3:32].